This data is from Reaction yield outcomes from USPTO patents with 853,638 reactions. The task is: Predict the reaction yield, written as a fraction of the theoretical maximum amount of product (1.0 means a 100% yield; for example, 0.34 means a 34% yield). The reactants are C[O:2][C:3]([CH2:5][C:6]1[CH:11]=[CH:10][C:9]([NH:12][C:13]2[N:22]=[C:21]([NH:23][C:24]3[NH:25][N:26]=[C:27]([CH3:29])[CH:28]=3)[C:20]3[C:15](=[CH:16][CH:17]=[CH:18][CH:19]=3)[N:14]=2)=[CH:8][C:7]=1[CH3:30])=[O:4].[OH-].[Na+].Cl. The catalyst is O.CCO. The product is [C:3]([CH2:5][C:6]1[CH:11]=[CH:10][C:9]([NH:12][C:13]2[N:22]=[C:21]([NH:23][C:24]3[NH:25][N:26]=[C:27]([CH3:29])[CH:28]=3)[C:20]3[C:15](=[CH:16][CH:17]=[CH:18][CH:19]=3)[N:14]=2)=[CH:8][C:7]=1[CH3:30])([OH:4])=[O:2]. The yield is 0.950.